This data is from Reaction yield outcomes from USPTO patents with 853,638 reactions. The task is: Predict the reaction yield, written as a fraction of the theoretical maximum amount of product (1.0 means a 100% yield; for example, 0.34 means a 34% yield). (1) The reactants are [CH3:1][O:2][C:3]1[CH:12]=[C:11](F)[CH:10]=[CH:9][C:4]=1[C:5]([O:7][CH3:8])=[O:6].C([O-])([O-])=O.[K+].[K+].[CH3:20][N:21]1[CH2:26][CH2:25][NH:24][CH2:23][CH2:22]1. The catalyst is CS(C)=O.C(Cl)Cl. The product is [CH3:1][O:2][C:3]1[CH:12]=[C:11]([N:24]2[CH2:25][CH2:26][N:21]([CH3:20])[CH2:22][CH2:23]2)[CH:10]=[CH:9][C:4]=1[C:5]([O:7][CH3:8])=[O:6]. The yield is 0.660. (2) The reactants are C[O:2][C:3](=[O:17])[C:4]1[CH:9]=[CH:8][C:7]([C:10]2[O:11][C:12]([CH:15]=[O:16])=[CH:13][CH:14]=2)=[CH:6][CH:5]=1.[OH-].[Li+].Cl. The catalyst is CO.O. The product is [CH:15]([C:12]1[O:11][C:10]([C:7]2[CH:8]=[CH:9][C:4]([C:3]([OH:17])=[O:2])=[CH:5][CH:6]=2)=[CH:14][CH:13]=1)=[O:16]. The yield is 0.920. (3) The reactants are [CH3:1][N:2]1[C:10]2[CH:9]=[CH:8][N:7]=[CH:6][C:5]=2[N:4]=[C:3]1[CH3:11].[Se](=O)=[O:13]. The catalyst is O1CCOCC1. The product is [CH3:1][N:2]1[C:10]2[CH:9]=[CH:8][N:7]=[CH:6][C:5]=2[N:4]=[C:3]1[CH:11]=[O:13]. The yield is 0.280. (4) The reactants are [O:1]1[C:5]2[CH:6]=[CH:7][C:8]([CH2:10][NH:11][CH2:12][CH2:13][CH:14]3[CH2:19][CH2:18][CH2:17][CH2:16][N:15]3[C:20]3[CH:25]=[CH:24][N:23]=[C:22]([N:26]4[CH:30]=[CH:29][N:28]=[CH:27]4)[N:21]=3)=[CH:9][C:4]=2[O:3][CH2:2]1.CCN(C(C)C)C(C)C.[C:40](OC(=O)C)(=[O:42])[CH3:41]. The catalyst is C1COCC1. The product is [C:40]([N:11]([CH2:10][C:8]1[CH:7]=[CH:6][C:5]2[O:1][CH2:2][O:3][C:4]=2[CH:9]=1)[CH2:12][CH2:13][CH:14]1[CH2:19][CH2:18][CH2:17][CH2:16][N:15]1[C:20]1[CH:25]=[CH:24][N:23]=[C:22]([N:26]2[CH:30]=[CH:29][N:28]=[CH:27]2)[N:21]=1)(=[O:42])[CH3:41]. The yield is 0.600. (5) The reactants are [F:1][C:2]1[CH:7]=[C:6]([CH3:8])[C:5]([C:9]2[C:18](=[O:19])[N:17]([CH3:20])[C:16]3[N:15]=[C:14]([NH:21][CH3:22])[N:13]=[CH:12][C:11]=3[N:10]=2)=[CH:4][C:3]=1[NH:23]C(=O)C.Cl. The catalyst is CO. The product is [NH2:23][C:3]1[C:2]([F:1])=[CH:7][C:6]([CH3:8])=[C:5]([C:9]2[C:18](=[O:19])[N:17]([CH3:20])[C:16]3[N:15]=[C:14]([NH:21][CH3:22])[N:13]=[CH:12][C:11]=3[N:10]=2)[CH:4]=1. The yield is 0.780.